Task: Predict which catalyst facilitates the given reaction.. Dataset: Catalyst prediction with 721,799 reactions and 888 catalyst types from USPTO (1) Reactant: CC1C=CC(S(O[C@@H:12]2[CH2:16][O:15][C@@H:14]3[C@H:17](OS(C4C=CC(C)=CC=4)(=O)=O)[CH2:18][O:19][C@H:13]23)(=O)=O)=CC=1.[CH2:31]([NH2:38])[C:32]1[CH:37]=[CH:36][CH:35]=[CH:34][CH:33]=1. Product: [CH2:31]([NH:38][C@H:17]1[CH2:18][O:19][C@@H:13]2[C@@H:12]([NH:38][CH2:31][C:32]3[CH:37]=[CH:36][CH:35]=[CH:34][CH:33]=3)[CH2:16][O:15][C@H:14]12)[C:32]1[CH:37]=[CH:36][CH:35]=[CH:34][CH:33]=1. The catalyst class is: 13. (2) Reactant: C([SiH2][O:6][C:7](C)(C)[C:8]1[C:13]([CH3:14])=[CH:12][N:11]=[C:10]([NH:15][C:16]2[S:17][C:18]([C:21]#[N:22])=[CH:19][N:20]=2)[CH:9]=1)(C)(C)C.C1C=CN=CC=1.F.C([O-])([O-])=O.[K+].[K+]. Product: [OH:6][CH2:7][C:8]1[C:13]([CH3:14])=[CH:12][N:11]=[C:10]([NH:15][C:16]2[S:17][C:18]([C:21]#[N:22])=[CH:19][N:20]=2)[CH:9]=1. The catalyst class is: 20. (3) Reactant: [NH2:1][C:2]1[C:3]([NH:23][C@@H:24]2[CH2:29][CH2:28][CH2:27][N:26]([C:30]([O:32][C:33]([CH3:36])([CH3:35])[CH3:34])=[O:31])[CH2:25]2)=[N:4][CH:5]=[N:6][C:7]=1[N:8]([CH2:16][C:17]1[CH:22]=[CH:21][CH:20]=[CH:19][CH:18]=1)[CH2:9][C:10]1[CH:15]=[CH:14][CH:13]=[CH:12][CH:11]=1.Cl[C:38](Cl)([O:40]C(=O)OC(Cl)(Cl)Cl)Cl. Product: [CH2:16]([N:8]([CH2:9][C:10]1[CH:11]=[CH:12][CH:13]=[CH:14][CH:15]=1)[C:7]1[N:6]=[CH:5][N:4]=[C:3]2[C:2]=1[NH:1][C:38](=[O:40])[N:23]2[C@@H:24]1[CH2:29][CH2:28][CH2:27][N:26]([C:30]([O:32][C:33]([CH3:36])([CH3:35])[CH3:34])=[O:31])[CH2:25]1)[C:17]1[CH:22]=[CH:21][CH:20]=[CH:19][CH:18]=1. The catalyst class is: 2.